Dataset: Forward reaction prediction with 1.9M reactions from USPTO patents (1976-2016). Task: Predict the product of the given reaction. (1) Given the reactants [CH3:1][O:2][C:3]1[CH:8]=[CH:7][C:6]([O:9][CH2:10][O:11][CH3:12])=[CH:5][N:4]=1.C[Li].CN([CH:18]=[O:19])C, predict the reaction product. The product is: [CH3:1][O:2][C:3]1[CH:8]=[C:7]([C:6]([O:9][CH2:10][O:11][CH3:12])=[CH:5][N:4]=1)[CH:18]=[O:19]. (2) Given the reactants [CH3:1][N:2]1[CH:6]=[CH:5][C:4]([NH:7][C:8]([C:10]2[C:15](Br)=[CH:14][CH:13]=[C:12]([CH3:17])[N:11]=2)=[O:9])=[N:3]1.[NH2:18][C:19]1[CH:20]=[N:21][CH:22]=[C:23]([Cl:25])[CH:24]=1, predict the reaction product. The product is: [CH3:1][N:2]1[CH:6]=[CH:5][C:4]([NH:7][C:8]([C:10]2[C:15]([NH:18][C:19]3[CH:20]=[N:21][CH:22]=[C:23]([Cl:25])[CH:24]=3)=[CH:14][CH:13]=[C:12]([CH3:17])[N:11]=2)=[O:9])=[N:3]1.